Dataset: Peptide-MHC class I binding affinity with 185,985 pairs from IEDB/IMGT. Task: Regression. Given a peptide amino acid sequence and an MHC pseudo amino acid sequence, predict their binding affinity value. This is MHC class I binding data. (1) The peptide sequence is LVITVQAFI. The MHC is H-2-Kb with pseudo-sequence H-2-Kb. The binding affinity (normalized) is 0.0478. (2) The peptide sequence is TPRGAVMDI. The MHC is HLA-B51:01 with pseudo-sequence HLA-B51:01. The binding affinity (normalized) is 0.130. (3) The peptide sequence is VQLSNNKYV. The MHC is HLA-A68:02 with pseudo-sequence HLA-A68:02. The binding affinity (normalized) is 0.